Dataset: Reaction yield outcomes from USPTO patents with 853,638 reactions. Task: Predict the reaction yield, written as a fraction of the theoretical maximum amount of product (1.0 means a 100% yield; for example, 0.34 means a 34% yield). (1) The reactants are Br[C:2]1[C:10]2[C:5](=[N:6][CH:7]=[C:8]([N+:11]([O-:13])=[O:12])[CH:9]=2)[N:4](S(C2C=CC(C)=CC=2)(=O)=O)[N:3]=1.[C:24]([Si:28]([CH3:34])([CH3:33])[O:29][CH2:30][C:31]#[CH:32])([CH3:27])([CH3:26])[CH3:25].C1COCC1. The catalyst is [Cu]I.C(N(CC)CC)C. The product is [Si:28]([O:29][CH2:30][C:31]#[C:32][C:2]1[C:10]2[C:5](=[N:6][CH:7]=[C:8]([N+:11]([O-:13])=[O:12])[CH:9]=2)[NH:4][N:3]=1)([C:24]([CH3:25])([CH3:26])[CH3:27])([CH3:33])[CH3:34]. The yield is 0.170. (2) The reactants are [CH2:1]([O:8][C:9]([CH:11]1[CH2:16][CH2:15][CH:14]([CH2:17][CH:18]=O)[CH2:13][CH2:12]1)=[O:10])[C:2]1[CH:7]=[CH:6][CH:5]=[CH:4][CH:3]=1.Cl[C:21]([F:26])([F:25])C([O-])=O.[Na+].C1(P(C2C=CC=CC=2)C2C=CC=CC=2)C=CC=CC=1. The catalyst is CN(C)C=O.CCOCC. The product is [CH2:1]([O:8][C:9]([CH:11]1[CH2:16][CH2:15][CH:14]([CH2:17][CH:18]=[C:21]([F:26])[F:25])[CH2:13][CH2:12]1)=[O:10])[C:2]1[CH:7]=[CH:6][CH:5]=[CH:4][CH:3]=1. The yield is 0.580.